The task is: Regression/Classification. Given a drug SMILES string, predict its absorption, distribution, metabolism, or excretion properties. Task type varies by dataset: regression for continuous measurements (e.g., permeability, clearance, half-life) or binary classification for categorical outcomes (e.g., BBB penetration, CYP inhibition). Dataset: cyp1a2_veith.. This data is from CYP1A2 inhibition data for predicting drug metabolism from PubChem BioAssay. The drug is c1cnc(Nc2nc(-c3ccc4ccccc4c3)cs2)nc1. The result is 1 (inhibitor).